Dataset: Catalyst prediction with 721,799 reactions and 888 catalyst types from USPTO. Task: Predict which catalyst facilitates the given reaction. (1) Product: [F:24][C:2]1([F:1])[CH2:6][N:5]([C:7]2[CH:12]=[CH:11][N:10]3[N:13]=[CH:14][C:15]([NH:16][C:30]([N:32]4[CH2:33][CH:34]([OH:42])[CH2:36]4)=[O:31])=[C:9]3[N:8]=2)[C@@H:4]([C:17]2[CH:22]=[CH:21][CH:20]=[C:19]([F:23])[CH:18]=2)[CH2:3]1. The catalyst class is: 2. Reactant: [F:1][C:2]1([F:24])[CH2:6][N:5]([C:7]2[CH:12]=[CH:11][N:10]3[N:13]=[CH:14][C:15]([NH2:16])=[C:9]3[N:8]=2)[C@@H:4]([C:17]2[CH:22]=[CH:21][CH:20]=[C:19]([F:23])[CH:18]=2)[CH2:3]1.C1N=CN([C:30]([N:32]2[CH:36]=N[CH:34]=[CH:33]2)=[O:31])C=1.Cl.N1CC([OH:42])C1.CCN(C(C)C)C(C)C. (2) Reactant: [C:1]([CH2:3][C:4]1[CH:18]=[CH:17][C:7]([CH2:8][CH:9]([C:14](=O)[CH3:15])[C:10](OC)=[O:11])=[CH:6][CH:5]=1)#[N:2].[NH2:19][C:20]([NH2:22])=[NH:21].C(O)(=O)C. Product: [NH2:22][C:20]1[N:21]=[C:10]([OH:11])[C:9]([CH2:8][C:7]2[CH:17]=[CH:18][C:4]([CH2:3][C:1]#[N:2])=[CH:5][CH:6]=2)=[C:14]([CH3:15])[N:19]=1. The catalyst class is: 14. (3) Reactant: [NH:1]([C:8]1[C:17]2[CH:16]=[N:15][CH:14]=[N:13][C:12]=2[N:11]([O:18][CH2:19][C:20]2[CH:25]=[CH:24][CH:23]=[CH:22][CH:21]=2)[C:10](=[O:26])[C:9]=1C(OCC)=O)[C:2]1[CH:7]=[CH:6][CH:5]=[CH:4][CH:3]=1.[OH-].[Na+]. Product: [NH:1]([C:8]1[C:17]2[CH:16]=[N:15][CH:14]=[N:13][C:12]=2[N:11]([O:18][CH2:19][C:20]2[CH:25]=[CH:24][CH:23]=[CH:22][CH:21]=2)[C:10](=[O:26])[CH:9]=1)[C:2]1[CH:7]=[CH:6][CH:5]=[CH:4][CH:3]=1. The catalyst class is: 5. (4) Reactant: [ClH:1].C([N:15]1[CH2:23][C:22]2[C:17](=[N:18][CH:19]=[C:20]([C:24]([F:27])([F:26])[F:25])[CH:21]=2)[CH2:16]1)(C1C=CC=CC=1)C1C=CC=CC=1.[H][H]. Product: [Cl-:1].[F:27][C:24]([F:25])([F:26])[C:20]1[CH:21]=[C:22]2[CH2:23][NH2+:15][CH2:16][C:17]2=[N:18][CH:19]=1. The catalyst class is: 43. (5) Reactant: [CH2:1]([C@H:3]1[CH2:8][CH2:7][C@H:6]([CH:9]([OH:21])[C:10]#[C:11][C:12]2[CH:17]=[CH:16][C:15]([F:18])=[C:14]([F:19])[C:13]=2[F:20])[CH2:5][CH2:4]1)[CH3:2].[H][H]. Product: [CH2:1]([C@H:3]1[CH2:8][CH2:7][C@H:6]([CH:9]([OH:21])[CH2:10][CH2:11][C:12]2[CH:17]=[CH:16][C:15]([F:18])=[C:14]([F:19])[C:13]=2[F:20])[CH2:5][CH2:4]1)[CH3:2]. The catalyst class is: 849.